Dataset: Full USPTO retrosynthesis dataset with 1.9M reactions from patents (1976-2016). Task: Predict the reactants needed to synthesize the given product. (1) The reactants are: [H-].[Al+3].[Li+].[H-].[H-].[H-].C(O[C:12](=O)[NH:13][CH:14]1[CH:21]2[CH2:22][CH:17]3[CH2:18][C:19]([OH:24])([CH2:23][CH:15]1[CH2:16]3)[CH2:20]2)(C)(C)C. Given the product [CH3:12][NH:13][CH:14]1[CH:21]2[CH2:20][C:19]3([OH:24])[CH2:18][CH:17]([CH2:16][CH:15]1[CH2:23]3)[CH2:22]2, predict the reactants needed to synthesize it. (2) Given the product [CH2:25]([O:24][C:22](=[O:23])[CH2:21][N:8]1[CH2:7][C:6]2[CH:16]=[CH:17][C:3]([O:2][CH3:1])=[CH:4][C:5]=2[O:11][C:10]2[CH:12]=[CH:13][CH:14]=[CH:15][C:9]1=2)[CH3:26], predict the reactants needed to synthesize it. The reactants are: [CH3:1][O:2][C:3]1[CH:17]=[CH:16][C:6]2[CH2:7][NH:8][C:9]3[CH:15]=[CH:14][CH:13]=[CH:12][C:10]=3[O:11][C:5]=2[CH:4]=1.[H-].[Na+].Br[CH2:21][C:22]([O:24][CH2:25][CH3:26])=[O:23]. (3) Given the product [NH2:18][C:13]([C:11]1[NH:10][C:7]2=[N:8][CH:9]=[C:4]([C:2]#[N:3])[CH:5]=[C:6]2[N:12]=1)([C:25]1[C:33]([O:34][CH3:35])=[CH:32][C:31]([CH3:36])=[C:30]2[C:26]=1[CH:27]=[CH:28][NH:29]2)[C:14]([F:16])([F:15])[F:17], predict the reactants needed to synthesize it. The reactants are: Cl.[C:2]([C:4]1[CH:5]=[C:6]2[N:12]=[C:11]([C:13]([C:25]3[C:33]([O:34][CH3:35])=[CH:32][C:31]([CH3:36])=[C:30]4[C:26]=3[CH:27]=[CH:28][N:29]4C(OC(C)(C)C)=O)([NH:18]S(C(C)(C)C)=O)[C:14]([F:17])([F:16])[F:15])[N:10](COCC[Si](C)(C)C)[C:7]2=[N:8][CH:9]=1)#[N:3].N. (4) Given the product [NH2:1][C:2]1[CH:7]=[CH:6][C:5]([C:8]2[CH:13]=[CH:12][CH:11]=[C:10]([Cl:14])[CH:9]=2)=[CH:4][C:3]=1[CH:15]([OH:17])[CH3:16], predict the reactants needed to synthesize it. The reactants are: [NH2:1][C:2]1[CH:7]=[CH:6][C:5]([C:8]2[CH:13]=[CH:12][CH:11]=[C:10]([Cl:14])[CH:9]=2)=[CH:4][C:3]=1[C:15](=[O:17])[CH3:16].[BH4-].[Na+].C(OCC)(=O)C. (5) Given the product [CH3:7][C:8]1[CH:13]=[C:12]([C:14]2[O:16][N:32]=[C:31]([C:29]3[CH:30]=[C:25]([F:24])[CH:26]=[CH:27][C:28]=3[O:35][CH3:36])[N:33]=2)[CH:11]=[CH:10][C:9]=1[C:17]1[CH:22]=[CH:21][CH:20]=[CH:19][C:18]=1[CH3:23], predict the reactants needed to synthesize it. The reactants are: C(Cl)(=O)C(Cl)=O.[CH3:7][C:8]1[CH:13]=[C:12]([C:14]([OH:16])=O)[CH:11]=[CH:10][C:9]=1[C:17]1[CH:22]=[CH:21][CH:20]=[CH:19][C:18]=1[CH3:23].[F:24][C:25]1[CH:26]=[CH:27][C:28]([O:35][CH3:36])=[C:29]([C:31](=[N:33]O)[NH2:32])[CH:30]=1.CCN(C(C)C)C(C)C. (6) Given the product [BrH:11].[BrH:11].[NH:1]=[C:2]1[N:6]([CH2:12][C:13]2[CH:18]=[CH:17][CH:16]=[C:15]([CH2:19][N:6]3[C:5]4[CH2:7][CH2:8][CH2:9][CH2:10][C:4]=4[S:3][C:2]3=[NH:1])[N:14]=2)[C:5]2[CH2:7][CH2:8][CH2:9][CH2:10][C:4]=2[S:3]1, predict the reactants needed to synthesize it. The reactants are: [NH2:1][C:2]1[S:3][C:4]2[CH2:10][CH2:9][CH2:8][CH2:7][C:5]=2[N:6]=1.[Br:11][CH2:12][C:13]1[CH:18]=[CH:17][CH:16]=[C:15]([CH2:19]Br)[N:14]=1. (7) Given the product [CH2:20]([O:19][P:18]([CH2:17][C:16]1[CH:26]=[CH:27][C:13]([NH:12][C:4]2[N:3]=[C:2]([NH:28][C:29]3[CH:30]=[CH:31][C:32]([O:40][CH2:41][CH3:42])=[C:33]4[C:37]=3[C:36](=[O:38])[N:35]([CH3:39])[CH2:34]4)[C:7]([C:8]([F:11])([F:10])[F:9])=[CH:6][N:5]=2)=[CH:14][CH:15]=1)(=[O:25])[O:22][CH2:23][CH3:24])[CH3:21], predict the reactants needed to synthesize it. The reactants are: Cl[C:2]1[C:7]([C:8]([F:11])([F:10])[F:9])=[CH:6][N:5]=[C:4]([NH:12][C:13]2[CH:27]=[CH:26][C:16]([CH2:17][P:18](=[O:25])([O:22][CH2:23][CH3:24])[O:19][CH2:20][CH3:21])=[CH:15][CH:14]=2)[N:3]=1.[NH2:28][C:29]1[CH:30]=[CH:31][C:32]([O:40][CH2:41][CH3:42])=[C:33]2[C:37]=1[C:36](=[O:38])[N:35]([CH3:39])[CH2:34]2.